From a dataset of Peptide-MHC class I binding affinity with 185,985 pairs from IEDB/IMGT. Regression. Given a peptide amino acid sequence and an MHC pseudo amino acid sequence, predict their binding affinity value. This is MHC class I binding data. (1) The peptide sequence is WVDSTPPPG. The MHC is HLA-A01:01 with pseudo-sequence HLA-A01:01. The binding affinity (normalized) is 0.135. (2) The peptide sequence is IGYQPKRI. The MHC is H-2-Kb with pseudo-sequence H-2-Kb. The binding affinity (normalized) is 0.231. (3) The peptide sequence is KAFNHASVK. The MHC is HLA-B15:03 with pseudo-sequence HLA-B15:03. The binding affinity (normalized) is 0.478. (4) The peptide sequence is FQVNRFTGY. The MHC is HLA-B57:01 with pseudo-sequence HLA-B57:01. The binding affinity (normalized) is 0.0847. (5) The peptide sequence is AAMLIRQGL. The MHC is H-2-Kb with pseudo-sequence H-2-Kb. The binding affinity (normalized) is 0.361. (6) The peptide sequence is KVVDTFISY. The MHC is HLA-A31:01 with pseudo-sequence HLA-A31:01. The binding affinity (normalized) is 0.347. (7) The peptide sequence is SGYEGRVPL. The MHC is Mamu-B52 with pseudo-sequence Mamu-B52. The binding affinity (normalized) is 0.320.